Dataset: Forward reaction prediction with 1.9M reactions from USPTO patents (1976-2016). Task: Predict the product of the given reaction. (1) Given the reactants [F:1][C:2]1[CH:10]=[CH:9][C:8]([C:11]2[CH:16]=[C:15]([NH:17][CH2:18][CH2:19][C:20]3[CH:25]=[CH:24][C:23]([O:26][CH3:27])=[CH:22][CH:21]=3)[N:14]=[C:13]([O:28][CH3:29])[N:12]=2)=[CH:7][C:3]=1[CH:4]=[N:5]O.[ClH:30], predict the reaction product. The product is: [ClH:30].[NH2:5][CH2:4][C:3]1[CH:7]=[C:8]([C:11]2[N:12]=[C:13]([O:28][CH3:29])[N:14]=[C:15]([NH:17][CH2:18][CH2:19][C:20]3[CH:21]=[CH:22][C:23]([O:26][CH3:27])=[CH:24][CH:25]=3)[CH:16]=2)[CH:9]=[CH:10][C:2]=1[F:1]. (2) Given the reactants [F:1][C:2]1[CH:7]=[C:6]([F:8])[CH:5]=[CH:4][C:3]=1[C@@H:9]([NH:20][C@H:21]([C:26]([O:28][CH3:29])=[O:27])[CH2:22][CH:23]([CH3:25])[CH3:24])[C:10]([NH:12][C:13]1C=CC=CC=1O)=[O:11].[C:30](N1C=CN=C1)(N1C=CN=C1)=S.[NH2+]1C2C=CC=CC=2N=N1.F[B-](F)(F)F.CNC, predict the reaction product. The product is: [F:1][C:2]1[CH:7]=[C:6]([F:8])[CH:5]=[CH:4][C:3]=1[CH:9]([NH:20][C@H:21]([C:26]([O:28][CH3:29])=[O:27])[CH2:22][CH:23]([CH3:25])[CH3:24])[C:10]([N:12]([CH3:13])[CH3:30])=[O:11]. (3) The product is: [S:1]1[C:5]2[CH:6]=[CH:7][CH:8]=[CH:9][C:4]=2[N:3]=[C:2]1[NH:10][C:11]([C:13]1[CH:14]=[CH:15][CH:16]=[C:17]2[C:22]=1[CH2:21][N:20]([C:23]1[N:28]=[C:27]([C:29]([O:31][C:32]([CH3:33])([CH3:35])[CH3:34])=[O:30])[C:26]([C:55]3[CH:54]=[CH:53][N:52]=[C:51]([Cl:50])[C:56]=3[CH3:57])=[CH:25][CH:24]=1)[CH2:19][CH2:18]2)=[O:12]. Given the reactants [S:1]1[C:5]2[CH:6]=[CH:7][CH:8]=[CH:9][C:4]=2[N:3]=[C:2]1[NH:10][C:11]([C:13]1[CH:14]=[CH:15][CH:16]=[C:17]2[C:22]=1[CH2:21][N:20]([C:23]1[N:28]=[C:27]([C:29]([O:31][C:32]([CH3:35])([CH3:34])[CH3:33])=[O:30])[C:26](B3OC(C)(C)C(C)(C)O3)=[CH:25][CH:24]=1)[CH2:19][CH2:18]2)=[O:12].C([O-])(O)=O.[Na+].[Cl:50][C:51]1[C:56]([CH3:57])=[C:55](I)[CH:54]=[CH:53][N:52]=1, predict the reaction product. (4) The product is: [C:53]([C:57]1[S:58][C:59]([C:2]2[N:7]=[C:6]([C@@H:8]([NH:18][C:19](=[O:36])[CH2:20][N:21]3[C:25]4[C:26]([F:30])([F:31])[C@@H:27]5[CH2:29][C@@H:28]5[C:24]=4[C:23]([C:32]([F:34])([F:33])[F:35])=[N:22]3)[CH2:9][C:10]3[CH:15]=[C:14]([F:16])[CH:13]=[C:12]([F:17])[CH:11]=3)[C:5]([C:37]3[CH:38]=[CH:39][C:40]([Cl:52])=[C:41]4[C:45]=3[N:44]([CH3:46])[N:43]=[C:42]4[NH:47][S:48]([CH3:51])(=[O:49])=[O:50])=[CH:4][CH:3]=2)=[CH:60][N:61]=1)([CH3:56])([CH3:55])[CH3:54]. Given the reactants Cl[C:2]1[N:7]=[C:6]([C@@H:8]([NH:18][C:19](=[O:36])[CH2:20][N:21]2[C:25]3[C:26]([F:31])([F:30])[C@@H:27]4[CH2:29][C@@H:28]4[C:24]=3[C:23]([C:32]([F:35])([F:34])[F:33])=[N:22]2)[CH2:9][C:10]2[CH:15]=[C:14]([F:16])[CH:13]=[C:12]([F:17])[CH:11]=2)[C:5]([C:37]2[CH:38]=[CH:39][C:40]([Cl:52])=[C:41]3[C:45]=2[N:44]([CH3:46])[N:43]=[C:42]3[NH:47][S:48]([CH3:51])(=[O:50])=[O:49])=[CH:4][CH:3]=1.[C:53]([C:57]1[S:58][C:59]([Sn](CCCC)(CCCC)CCCC)=[CH:60][N:61]=1)([CH3:56])([CH3:55])[CH3:54].[F-].[K+], predict the reaction product. (5) The product is: [Br:1][C:2]1[C:3]([C@@H:12]([NH:22][C:23](=[O:38])[O:60][C:61]([CH3:64])([CH3:63])[CH3:62])[CH2:13][C:14]2[CH:15]=[C:16]([F:21])[CH:17]=[C:18]([F:20])[CH:19]=2)=[N:4][C:5]([S:8]([CH3:11])(=[O:10])=[O:9])=[N:6][CH:7]=1. Given the reactants [Br:1][C:2]1[C:3]([C@H:12]([NH:22][C:23](=[O:38])CN2C3CCCCC=3C(C(F)(F)F)=N2)[CH2:13][C:14]2[CH:19]=[C:18]([F:20])[CH:17]=[C:16]([F:21])[CH:15]=2)=[N:4][C:5]([S:8]([CH3:11])(=[O:10])=[O:9])=[N:6][CH:7]=1.BrC1C([C@@H](NC(=O)[O:60][C:61]([CH3:64])([CH3:63])[CH3:62])CC2C=C(F)C=C(F)C=2)=NC(SC)=NC=1.C(OC(C)(C)C)=O, predict the reaction product. (6) Given the reactants [C:1]([NH:9][C:10]([NH:12][C:13]1([C:27]2[S:28][CH:29]=[CH:30][CH:31]=2)[CH:17]([CH2:18]O)[CH2:16][N:15]([C:20]([O:22][C:23]([CH3:26])([CH3:25])[CH3:24])=[O:21])[CH2:14]1)=[S:11])(=[O:8])[C:2]1[CH:7]=[CH:6][CH:5]=[CH:4][CH:3]=1.ClC(N(C)C)=C(C)C.C(=O)(O)[O-].[Na+], predict the reaction product. The product is: [C:1]([NH:9][C:10]1[S:11][CH2:18][C@@H:17]2[CH2:16][N:15]([C:20]([O:22][C:23]([CH3:26])([CH3:25])[CH3:24])=[O:21])[CH2:14][C@:13]2([C:27]2[S:28][CH:29]=[CH:30][CH:31]=2)[N:12]=1)(=[O:8])[C:2]1[CH:3]=[CH:4][CH:5]=[CH:6][CH:7]=1. (7) The product is: [CH2:1]([O:8][C:9]1[CH:14]=[CH:13][C:12]([C@@H:15]([OH:18])[CH2:16][NH:42][C@@H:39]([C:36]2[CH:37]=[CH:38][CH:33]=[CH:34][CH:35]=2)[CH2:40][OH:41])=[CH:11][C:10]=1[NH:19][S:20]([CH3:23])(=[O:22])=[O:21])[C:2]1[CH:7]=[CH:6][CH:5]=[CH:4][CH:3]=1. Given the reactants [CH2:1]([O:8][C:9]1[CH:14]=[CH:13][C:12]([C:15](=[O:18])[CH2:16]Br)=[CH:11][C:10]=1[NH:19][S:20]([CH3:23])(=[O:22])=[O:21])[C:2]1[CH:7]=[CH:6][CH:5]=[CH:4][CH:3]=1.C(N(C(C)C)CC)(C)C.[CH:33]1[CH:38]=[CH:37][C:36]([C@H:39]([NH2:42])[CH2:40][OH:41])=[CH:35][CH:34]=1, predict the reaction product. (8) Given the reactants [CH3:1][C:2]1[CH:10]=[CH:9][C:5]([C:6]([OH:8])=O)=[C:4]([N:11]2[CH2:16][CH2:15][CH:14]([CH3:17])[CH2:13][CH2:12]2)[N:3]=1.[C:18]([N:21]1[C:29]2[C:24](=[CH:25][C:26]([NH2:30])=[CH:27][CH:28]=2)[CH2:23][CH2:22]1)(=[O:20])[CH3:19].O.ON1C2C=CC=CC=2N=N1.CN(C)CCCN=C=NCC, predict the reaction product. The product is: [C:18]([N:21]1[C:29]2[C:24](=[CH:25][C:26]([NH:30][C:6](=[O:8])[C:5]3[CH:9]=[CH:10][C:2]([CH3:1])=[N:3][C:4]=3[N:11]3[CH2:16][CH2:15][CH:14]([CH3:17])[CH2:13][CH2:12]3)=[CH:27][CH:28]=2)[CH2:23][CH2:22]1)(=[O:20])[CH3:19].